This data is from Full USPTO retrosynthesis dataset with 1.9M reactions from patents (1976-2016). The task is: Predict the reactants needed to synthesize the given product. (1) Given the product [Cl:27][CH2:26][CH2:25][CH2:24][CH2:23][CH2:22][C:3]1[C:8]2[C:9]3[NH:10][C:11]4[C:16]([C:17]=3[CH2:18][CH2:19][O:20][C:7]=2[CH:6]=[CH:5][CH:4]=1)=[CH:15][CH:14]=[CH:13][CH:12]=4, predict the reactants needed to synthesize it. The reactants are: [H-].[Na+].[CH:3]1[C:8]2[C:9]3[NH:10][C:11]4[C:16]([C:17]=3[CH2:18][CH2:19][O:20][C:7]=2[CH:6]=[CH:5][CH:4]=1)=[CH:15][CH:14]=[CH:13][CH:12]=4.Br[CH2:22][CH2:23][CH2:24][CH2:25][CH2:26][Cl:27].O. (2) The reactants are: [C:1]([C:5]1[CH:10]=[CH:9][C:8]([C:11]2[S:12][CH:13]=[C:14]([C:17]([CH3:19])=O)[C:15]=2[OH:16])=[CH:7][CH:6]=1)([CH3:4])([CH3:3])[CH3:2].[Br:20][C:21]1[CH:30]=[C:29]([C:31]([NH:33][NH2:34])=[O:32])[CH:28]=[CH:27][C:22]=1[C:23]([O:25][CH3:26])=[O:24]. Given the product [Br:20][C:21]1[CH:30]=[C:29]([C:31]([NH:33][N:34]=[C:17]([C:14]2[C:15]([OH:16])=[C:11]([C:8]3[CH:9]=[CH:10][C:5]([C:1]([CH3:4])([CH3:3])[CH3:2])=[CH:6][CH:7]=3)[S:12][CH:13]=2)[CH3:19])=[O:32])[CH:28]=[CH:27][C:22]=1[C:23]([O:25][CH3:26])=[O:24], predict the reactants needed to synthesize it. (3) Given the product [F:28][C:22]1[CH:23]=[CH:24][C:25]([F:27])=[CH:26][C:21]=1[C@H:17]1[CH2:18][CH2:19][CH2:20][N:16]1[C:13]1[CH:14]=[CH:15][N:10]2[N:9]=[CH:8][C:7](/[CH:6]=[CH:5]/[C:4]([OH:29])=[O:3])=[C:11]2[N:12]=1, predict the reactants needed to synthesize it. The reactants are: C([O:3][C:4](=[O:29])/[CH:5]=[CH:6]/[C:7]1[CH:8]=[N:9][N:10]2[CH:15]=[CH:14][C:13]([N:16]3[CH2:20][CH2:19][CH2:18][C@@H:17]3[C:21]3[CH:26]=[C:25]([F:27])[CH:24]=[CH:23][C:22]=3[F:28])=[N:12][C:11]=12)C.O.[OH-].[Li+]. (4) The reactants are: [O:1]=[C:2]1[CH2:11][CH2:10][C:9]2[C:4](=[CH:5][CH:6]=[CH:7][CH:8]=2)[N:3]1[CH2:12][C:13]([OH:15])=O.[S:16]1[CH:20]=[C:19]([C:21]2[S:22][CH:23]=[CH:24][C:25]=2[NH2:26])[N:18]=[CH:17]1. Given the product [O:1]=[C:2]1[CH2:11][CH2:10][C:9]2[C:4](=[CH:5][CH:6]=[CH:7][CH:8]=2)[N:3]1[CH2:12][C:13]([NH:26][C:25]1[CH:24]=[CH:23][S:22][C:21]=1[C:19]1[N:18]=[CH:17][S:16][CH:20]=1)=[O:15], predict the reactants needed to synthesize it.